This data is from Peptide-MHC class I binding affinity with 185,985 pairs from IEDB/IMGT. The task is: Regression. Given a peptide amino acid sequence and an MHC pseudo amino acid sequence, predict their binding affinity value. This is MHC class I binding data. (1) The peptide sequence is RFPLTFGW. The MHC is HLA-B42:01 with pseudo-sequence HLA-B42:01. The binding affinity (normalized) is 0.182. (2) The peptide sequence is LQLNETIYT. The MHC is HLA-A02:01 with pseudo-sequence HLA-A02:01. The binding affinity (normalized) is 0.270. (3) The peptide sequence is EECDSELEI. The MHC is HLA-A29:02 with pseudo-sequence HLA-A29:02. The binding affinity (normalized) is 0.213. (4) The peptide sequence is LVFNSISAR. The MHC is HLA-A31:01 with pseudo-sequence HLA-A31:01. The binding affinity (normalized) is 0.915.